This data is from Forward reaction prediction with 1.9M reactions from USPTO patents (1976-2016). The task is: Predict the product of the given reaction. Given the reactants [NH2:1][C:2]1[CH:3]=[C:4]([NH:8][C:9]2[N:14]=[C:13]([NH:15][C:16]3[CH:21]=[CH:20][CH:19]=[C:18]([NH2:22])[CH:17]=3)[C:12]([F:23])=[CH:11][N:10]=2)[CH:5]=[CH:6][CH:7]=1.Br[CH2:25][C:26]([O:28][CH2:29][CH3:30])=[O:27], predict the reaction product. The product is: [CH2:29]([O:28][C:26]([CH:25]=[N:1][C:2]1[CH:3]=[C:4]([N:8]([CH2:25][C:26]([O:28][CH2:29][CH3:30])=[O:27])[C:9]2[N:14]=[C:13]([NH:15][C:16]3[CH:21]=[CH:20][CH:19]=[C:18]([N:22]=[CH:25][C:26]([O:28][CH2:29][CH3:30])=[O:27])[CH:17]=3)[C:12]([F:23])=[CH:11][N:10]=2)[CH:5]=[CH:6][CH:7]=1)=[O:27])[CH3:30].